From a dataset of Forward reaction prediction with 1.9M reactions from USPTO patents (1976-2016). Predict the product of the given reaction. Given the reactants [F:1][C:2]1[CH:7]=[CH:6][C:5]([C:8]2[N:12]([CH3:13])[N:11]=[CH:10][C:9]=2/[CH:14]=[CH:15]/[C:16]([NH:18][C:19]2[CH:24]=[CH:23][C:22]([CH2:25][CH:26]([OH:31])[C:27]([O:29]C)=[O:28])=[CH:21][CH:20]=2)=[O:17])=[CH:4][CH:3]=1.[OH-].[Na+].Cl, predict the reaction product. The product is: [F:1][C:2]1[CH:7]=[CH:6][C:5]([C:8]2[N:12]([CH3:13])[N:11]=[CH:10][C:9]=2/[CH:14]=[CH:15]/[C:16]([NH:18][C:19]2[CH:20]=[CH:21][C:22]([CH2:25][CH:26]([OH:31])[C:27]([OH:29])=[O:28])=[CH:23][CH:24]=2)=[O:17])=[CH:4][CH:3]=1.